Predict the reactants needed to synthesize the given product. From a dataset of Full USPTO retrosynthesis dataset with 1.9M reactions from patents (1976-2016). (1) Given the product [Br:1][C:2]1[CH:3]=[CH:4][C:5]([C:8]2[CH:12]=[N:11][N:10]([CH2:20][CH2:21][O:22][CH:23]3[CH2:28][CH2:27][CH2:26][CH2:25][O:24]3)[CH:9]=2)=[CH:6][CH:7]=1, predict the reactants needed to synthesize it. The reactants are: [Br:1][C:2]1[CH:7]=[CH:6][C:5]([C:8]2[CH:9]=[N:10][NH:11][CH:12]=2)=[CH:4][CH:3]=1.C(=O)([O-])[O-].[Cs+].[Cs+].Br[CH2:20][CH2:21][O:22][CH:23]1[CH2:28][CH2:27][CH2:26][CH2:25][O:24]1. (2) Given the product [CH3:1][C:2]1[N:7]=[C:6]([S:8][CH2:17][C:18]2[N:19]=[CH:20][S:21][CH:22]=2)[N:5]=[C:4]([OH:9])[CH:3]=1, predict the reactants needed to synthesize it. The reactants are: [CH3:1][C:2]1[N:7]=[C:6]([SH:8])[N:5]=[C:4]([OH:9])[CH:3]=1.C(=O)([O-])[O-].[K+].[K+].Br[CH2:17][C:18]1[N:19]=[CH:20][S:21][CH:22]=1. (3) Given the product [CH:6]([C:5]1[CH:8]=[CH:9][C:2]([O:1][CH:23]([CH3:24])[C:22]([O:21][CH3:20])=[O:26])=[C:3]([N+:10]([O-:12])=[O:11])[CH:4]=1)=[O:7], predict the reactants needed to synthesize it. The reactants are: [OH:1][C:2]1[CH:9]=[CH:8][C:5]([CH:6]=[O:7])=[CH:4][C:3]=1[N+:10]([O-:12])=[O:11].C1(O)C=CC=CC=1.[CH3:20][O:21][C:22](=[O:26])[CH:23](Br)[CH3:24].